This data is from Forward reaction prediction with 1.9M reactions from USPTO patents (1976-2016). The task is: Predict the product of the given reaction. (1) Given the reactants [F:1][C:2]([F:21])([C:8]1[CH:13]=[CH:12][C:11]([F:14])=[CH:10][C:9]=1[O:15][CH2:16][C:17]([F:20])([F:19])[F:18])[C:3]([O:5]CC)=[O:4].CO.O.[OH-].[Li+], predict the reaction product. The product is: [F:21][C:2]([F:1])([C:8]1[CH:13]=[CH:12][C:11]([F:14])=[CH:10][C:9]=1[O:15][CH2:16][C:17]([F:18])([F:20])[F:19])[C:3]([OH:5])=[O:4]. (2) Given the reactants CO/[N:3]=[C:4]1/[C:5](=O)[N:6]([CH2:11][C:12]2[CH:17]=[CH:16][CH:15]=[CH:14][CH:13]=2)[C:7]([CH3:10])([CH3:9])[CH2:8]/1.[H-].[H-].[H-].[H-].[Li+].[Al+3], predict the reaction product. The product is: [CH3:9][C:7]1([CH3:10])[N:6]([CH2:11][C:12]2[CH:17]=[CH:16][CH:15]=[CH:14][CH:13]=2)[CH2:5][CH:4]([NH2:3])[CH2:8]1. (3) Given the reactants [Cl:1][C:2]1[N:7]=[C:6]([C:8]2[C:9]3[CH:16]=[C:15]([CH2:17]Cl)[CH:14]=[CH:13][C:10]=3[S:11][CH:12]=2)[C:5]([CH3:19])=[CH:4][CH:3]=1.[OH:20][C:21]1[CH:26]=[CH:25][C:24]([C@@H:27]([C:34]#[C:35][CH3:36])[CH2:28][C:29]([O:31][CH2:32][CH3:33])=[O:30])=[CH:23][CH:22]=1.C([O-])([O-])=O.[K+].[K+].CC#N, predict the reaction product. The product is: [Cl:1][C:2]1[N:7]=[C:6]([C:8]2[C:9]3[CH:16]=[C:15]([CH2:17][O:20][C:21]4[CH:22]=[CH:23][C:24]([C@@H:27]([C:34]#[C:35][CH3:36])[CH2:28][C:29]([O:31][CH2:32][CH3:33])=[O:30])=[CH:25][CH:26]=4)[CH:14]=[CH:13][C:10]=3[S:11][CH:12]=2)[C:5]([CH3:19])=[CH:4][CH:3]=1. (4) The product is: [Cl:1][C:2]1[CH:9]=[CH:8][CH:7]=[CH:6][C:3]=1[N:4]([CH3:5])[S:25]([C:21]1[CH:22]=[CH:23][CH:24]=[C:19]([N+:16]([O-:18])=[O:17])[CH:20]=1)(=[O:26])=[O:27]. Given the reactants [Cl:1][C:2]1[CH:9]=[CH:8][CH:7]=[CH:6][C:3]=1[NH:4][CH3:5].N1C=CC=CC=1.[N+:16]([C:19]1[CH:20]=[C:21]([S:25](Cl)(=[O:27])=[O:26])[CH:22]=[CH:23][CH:24]=1)([O-:18])=[O:17], predict the reaction product. (5) Given the reactants [N+:1]([C:4]1[CH:5]=[N:6][C:7]2[C:12]([C:13]=1O)=[N:11][CH:10]=[CH:9][CH:8]=2)([O-:3])=[O:2].[CH2:15]([CH2:17][NH2:18])[OH:16].O, predict the reaction product. The product is: [N+:1]([C:4]1[CH:5]=[N:6][C:7]2[C:12]([C:13]=1[NH:18][CH2:17][CH2:15][OH:16])=[N:11][CH:10]=[CH:9][CH:8]=2)([O-:3])=[O:2]. (6) Given the reactants [Br:1][C:2]1[CH:3]=[N:4][C:5]([NH:8][NH2:9])=[N:6][CH:7]=1.[CH:10](=O)[CH:11]([CH3:13])[CH3:12].C(O)(=O)C.C(O)(=O)C.IC1C=CC=CC=1, predict the reaction product. The product is: [Br:1][C:2]1[CH:3]=[N:4][C:5]2[N:6]([C:10]([CH:11]([CH3:13])[CH3:12])=[N:9][N:8]=2)[CH:7]=1. (7) Given the reactants Br[C:2]1[N:7]=[C:6]([CH:8]=[O:9])[CH:5]=[CH:4][C:3]=1[O:10][CH2:11][CH2:12][O:13][Si:14]([C:17]([CH3:20])([CH3:19])[CH3:18])([CH3:16])[CH3:15].CC1(C)C(C)(C)OB([C:29]2[CH:34]=[CH:33][C:32]([S:35]([CH3:37])=[O:36])=[CH:31][CH:30]=2)O1.C([O-])([O-])=O.[Na+].[Na+], predict the reaction product. The product is: [Si:14]([O:13][CH2:12][CH2:11][O:10][C:3]1[CH:4]=[CH:5][C:6]([CH:8]=[O:9])=[N:7][C:2]=1[C:29]1[CH:34]=[CH:33][C:32]([S:35]([CH3:37])=[O:36])=[CH:31][CH:30]=1)([C:17]([CH3:20])([CH3:19])[CH3:18])([CH3:16])[CH3:15].